Task: Predict the product of the given reaction.. Dataset: Forward reaction prediction with 1.9M reactions from USPTO patents (1976-2016) (1) The product is: [CH3:8][C:5]1[CH:6]=[CH:7][C:2]([B:20]2[O:21][C:22]([CH3:24])([CH3:23])[C:18]([CH3:34])([CH3:17])[O:19]2)=[C:3]([NH:9][C:10](=[O:16])[O:11][C:12]([CH3:15])([CH3:14])[CH3:13])[CH:4]=1. Given the reactants Br[C:2]1[CH:7]=[CH:6][C:5]([CH3:8])=[CH:4][C:3]=1[NH:9][C:10](=[O:16])[O:11][C:12]([CH3:15])([CH3:14])[CH3:13].[CH3:17][C:18]1([CH3:34])[C:22]([CH3:24])([CH3:23])[O:21][B:20]([B:20]2[O:21][C:22]([CH3:24])([CH3:23])[C:18]([CH3:34])([CH3:17])[O:19]2)[O:19]1.C([O-])(=O)C.[Na+], predict the reaction product. (2) Given the reactants [NH2:1][C:2]1[CH:7]=[CH:6][C:5]([C:8]2[N:9]=[CH:10][C:11]3[N:12]([N:14]=[C:15]([NH:17][C:18]4[CH:25]=[CH:24][CH:23]=[CH:22][C:19]=4[C:20]#[N:21])[N:16]=3)[CH:13]=2)=[CH:4][CH:3]=1.C(=O)([O-])[O-].[K+].[K+].[C:32]1([CH2:38][C:39](O)=[O:40])[CH:37]=[CH:36][CH:35]=[CH:34][CH:33]=1.CN(C(ON1N=NC2C=CC=CC1=2)=[N+](C)C)C.[B-](F)(F)(F)F, predict the reaction product. The product is: [C:20]([C:19]1[CH:22]=[CH:23][CH:24]=[CH:25][C:18]=1[NH:17][C:15]1[N:16]=[C:11]2[CH:10]=[N:9][C:8]([C:5]3[CH:6]=[CH:7][C:2]([NH:1][C:39](=[O:40])[CH2:38][C:32]4[CH:37]=[CH:36][CH:35]=[CH:34][CH:33]=4)=[CH:3][CH:4]=3)=[CH:13][N:12]2[N:14]=1)#[N:21]. (3) Given the reactants CO[CH:3]1[O:8][CH2:7][CH:6]([CH2:9][O:10][C:11]2[CH:16]=[CH:15][N:14]=[C:13]([CH2:17][S:18]([C:20]3[NH:24][C:23]4[CH:25]=[CH:26][CH:27]=[CH:28][C:22]=4[N:21]=3)=[O:19])[C:12]=2[CH3:29])[CH2:5][O:4]1.[Na:30].COC1OCC(CO[C:41]2[CH:46]=CN=[C:43](CS(C3NC4C=CC=CC=4N=3)=O)[C:42]=2C)CO1.C1C2(OCC(CO)CO2)CCC1, predict the reaction product. The product is: [Na:30].[CH2:46]1[C:3]2([O:8][CH2:7][CH:6]([CH2:9][O:10][C:11]3[CH:16]=[CH:15][N:14]=[C:13]([CH2:17][S:18]([C:20]4[NH:24][C:23]5[CH:25]=[CH:26][CH:27]=[CH:28][C:22]=5[N:21]=4)=[O:19])[C:12]=3[CH3:29])[CH2:5][O:4]2)[CH2:43][CH2:42][CH2:41]1.